This data is from Peptide-MHC class I binding affinity with 185,985 pairs from IEDB/IMGT. The task is: Regression. Given a peptide amino acid sequence and an MHC pseudo amino acid sequence, predict their binding affinity value. This is MHC class I binding data. (1) The peptide sequence is ETDQMDTIY. The MHC is HLA-A30:01 with pseudo-sequence HLA-A30:01. The binding affinity (normalized) is 0.546. (2) The peptide sequence is WQSVGHMMV. The MHC is HLA-A68:02 with pseudo-sequence HLA-A68:02. The binding affinity (normalized) is 0. (3) The peptide sequence is MSADNAGAL. The MHC is HLA-A02:16 with pseudo-sequence HLA-A02:16. The binding affinity (normalized) is 0.0847. (4) The binding affinity (normalized) is 0.107. The peptide sequence is MLYQLLEAVY. The MHC is HLA-A33:01 with pseudo-sequence HLA-A33:01.